From a dataset of Peptide-MHC class I binding affinity with 185,985 pairs from IEDB/IMGT. Regression. Given a peptide amino acid sequence and an MHC pseudo amino acid sequence, predict their binding affinity value. This is MHC class I binding data. (1) The peptide sequence is AISYCRAFIY. The MHC is HLA-A33:01 with pseudo-sequence HLA-A33:01. The binding affinity (normalized) is 0.481. (2) The peptide sequence is AEDLADHHV. The binding affinity (normalized) is 0.0847. The MHC is HLA-A80:01 with pseudo-sequence HLA-A80:01. (3) The peptide sequence is YMPYVFTLL. The MHC is HLA-A02:06 with pseudo-sequence HLA-A02:06. The binding affinity (normalized) is 0.829. (4) The peptide sequence is TTRAVNMEV. The MHC is HLA-B27:05 with pseudo-sequence HLA-B27:05. The binding affinity (normalized) is 0.213. (5) The peptide sequence is QCGDPSSLDY. The binding affinity (normalized) is 0.170. The MHC is HLA-A29:02 with pseudo-sequence HLA-A29:02. (6) The peptide sequence is ALTPPFHPY. The MHC is HLA-A02:06 with pseudo-sequence HLA-A02:06. The binding affinity (normalized) is 0.205.